Predict the reactants needed to synthesize the given product. From a dataset of Retrosynthesis with 50K atom-mapped reactions and 10 reaction types from USPTO. (1) Given the product Cc1nc(N)nc(N[C@@H](C)c2nc3ccn(C)c3cc2N2CC[C@H](N)C2)c1C#N, predict the reactants needed to synthesize it. The reactants are: Cc1nc(N)nc(N[C@@H](C)c2nc3ccn(C)c3cc2N2CCC(N3C(=O)c4ccccc4C3=O)C2)c1C#N. (2) Given the product N#Cc1ccc(-c2ccc(C=O)cc2)cc1, predict the reactants needed to synthesize it. The reactants are: N#C[Cu].O=Cc1ccc(-c2ccc(Br)cc2)cc1. (3) Given the product COC(=O)c1cc(Cl)ccc1NC(=O)c1cccc(CCl)c1, predict the reactants needed to synthesize it. The reactants are: COC(=O)c1cc(Cl)ccc1N.O=C(Cl)c1cccc(CCl)c1. (4) The reactants are: COC(=O)C1CCC(c2ncc(-c3ccc(N)cc3)s2)CC1.O=C=Nc1ccc(Cl)cc1Oc1ccccc1. Given the product COC(=O)C1CCC(c2ncc(-c3ccc(NC(=O)Nc4ccc(Cl)cc4Oc4ccccc4)cc3)s2)CC1, predict the reactants needed to synthesize it. (5) Given the product COc1ccc2cc(Cn3cccc(C(=O)O)c3=O)ccc2c1, predict the reactants needed to synthesize it. The reactants are: CCOC(=O)c1cccn(Cc2ccc3cc(OC)ccc3c2)c1=O. (6) The reactants are: CCCI.CCOC(=O)c1nc(S)[nH]c1C(=O)OCC. Given the product CCCSc1nc(C(=O)OCC)c(C(=O)OCC)[nH]1, predict the reactants needed to synthesize it. (7) Given the product Cn1c(-c2cccc(C(F)(F)F)c2)nc(-c2cccnc2)c1C(=O)N1CCC(N2CCCC2)CC1, predict the reactants needed to synthesize it. The reactants are: Cn1c(-c2cccc(C(F)(F)F)c2)nc(I)c1C(=O)N1CCC(N2CCCC2)CC1.OB(O)c1cccnc1. (8) Given the product CSc1ccccc1-c1nc(NC(CO)CO)nc2c1ccc(=O)n2-c1c(F)cccc1F, predict the reactants needed to synthesize it. The reactants are: CSc1ccccc1B(O)O.O=c1ccc2c(Cl)nc(NC(CO)CO)nc2n1-c1c(F)cccc1F.